This data is from Cav3 T-type calcium channel HTS with 100,875 compounds. The task is: Binary Classification. Given a drug SMILES string, predict its activity (active/inactive) in a high-throughput screening assay against a specified biological target. (1) The molecule is O1C(CCC1)COC(=O)c1c(n(C2CCCC2)c2nc3c(nc12)cccc3)N. The result is 0 (inactive). (2) The molecule is O(C(=O)c1ccc(OC)cc1)c1cccnc1. The result is 0 (inactive). (3) The molecule is S(=O)(=O)(N1C(CCC1)C(O)=O)c1cc2[nH]c(=O)c(=O)[nH]c2cc1. The result is 0 (inactive). (4) The molecule is o1nc(nc1CCC(=O)N(Cc1ccccc1)CC)c1ccc(cc1)C. The result is 1 (active).